The task is: Predict the reaction yield, written as a fraction of the theoretical maximum amount of product (1.0 means a 100% yield; for example, 0.34 means a 34% yield).. This data is from Reaction yield outcomes from USPTO patents with 853,638 reactions. (1) The reactants are Cl[C:2]1[N:7]=[C:6]([N:8]2[CH2:13][CH2:12][O:11][CH2:10][CH2:9]2)[N:5]=[C:4]([N:14]2[CH2:19][CH2:18][O:17][CH2:16][CH2:15]2)[N:3]=1.[CH3:20][NH:21][C:22]([NH:24][C:25]1[CH:30]=[CH:29][C:28](B2OC(C)(C)C(C)(C)O2)=[CH:27][CH:26]=1)=[O:23]. No catalyst specified. The product is [N:14]1([C:4]2[N:5]=[C:6]([N:8]3[CH2:13][CH2:12][O:11][CH2:10][CH2:9]3)[N:7]=[C:2]([C:28]3[CH:27]=[CH:26][C:25]([NH:24][C:22]([NH:21][CH3:20])=[O:23])=[CH:30][CH:29]=3)[N:3]=2)[CH2:19][CH2:18][O:17][CH2:16][CH2:15]1. The yield is 0.110. (2) The reactants are [NH2:1][C:2]1[CH:3]=[C:4]([CH:16]=[CH:17][C:18]=1[S:19][C:20]1[CH:25]=[CH:24][C:23]([OH:26])=[CH:22][CH:21]=1)[C:5]([NH:7][CH2:8][C:9]1[CH:14]=[CH:13][C:12]([Br:15])=[CH:11][CH:10]=1)=[O:6].C([C:29]1[C:30]([N:36]=[CH:37][N:38]([CH3:40])C)=[N:31][C:32]([CH3:35])=[CH:33][CH:34]=1)#N.NC1C=C(C=CC=1SC1C=CC(O)=CC=1)C(NC1C=CC(Br)=CC=1)=O. No catalyst specified. The product is [Br:15][C:12]1[CH:13]=[CH:14][C:9]([CH2:8][NH:7][C:5](=[O:6])[C:4]2[CH:16]=[CH:17][C:18]([S:19][C:20]3[CH:25]=[CH:24][C:23]([OH:26])=[CH:22][CH:21]=3)=[C:2]([NH:1][C:40]3[C:29]4[CH:34]=[CH:33][C:32]([CH3:35])=[N:31][C:30]=4[N:36]=[CH:37][N:38]=3)[CH:3]=2)=[CH:10][CH:11]=1. The yield is 0.400. (3) The reactants are [Si]([O:18][CH2:19][CH:20]([F:35])[CH2:21][N:22]1[C:31]2[C:26](=[CH:27][CH:28]=[C:29]([O:32][CH3:33])[CH:30]=2)[N:25]=[CH:24][C:23]1=[O:34])(C(C)(C)C)(C1C=CC=CC=1)C1C=CC=CC=1.[F-].C([N+](CCCC)(CCCC)CCCC)CCC.O.C(=O)(O)[O-].[Na+]. The catalyst is O1CCCC1. The product is [F:35][CH:20]([CH2:19][OH:18])[CH2:21][N:22]1[C:31]2[C:26](=[CH:27][CH:28]=[C:29]([O:32][CH3:33])[CH:30]=2)[N:25]=[CH:24][C:23]1=[O:34]. The yield is 0.980.